Task: Regression. Given two drug SMILES strings and cell line genomic features, predict the synergy score measuring deviation from expected non-interaction effect.. Dataset: NCI-60 drug combinations with 297,098 pairs across 59 cell lines (1) Drug 1: C1C(C(OC1N2C=NC3=C(N=C(N=C32)Cl)N)CO)O. Drug 2: CCCCCOC(=O)NC1=NC(=O)N(C=C1F)C2C(C(C(O2)C)O)O. Cell line: KM12. Synergy scores: CSS=13.8, Synergy_ZIP=-0.0296, Synergy_Bliss=5.11, Synergy_Loewe=-4.33, Synergy_HSA=-1.34. (2) Drug 1: CC1=C2C(C(=O)C3(C(CC4C(C3C(C(C2(C)C)(CC1OC(=O)C(C(C5=CC=CC=C5)NC(=O)OC(C)(C)C)O)O)OC(=O)C6=CC=CC=C6)(CO4)OC(=O)C)OC)C)OC. Drug 2: CN(CCCl)CCCl.Cl. Cell line: SF-295. Synergy scores: CSS=45.3, Synergy_ZIP=2.03, Synergy_Bliss=3.40, Synergy_Loewe=-9.96, Synergy_HSA=5.60. (3) Drug 1: C1CC(C1)(C(=O)O)C(=O)O.[NH2-].[NH2-].[Pt+2]. Drug 2: CC(C)CN1C=NC2=C1C3=CC=CC=C3N=C2N. Cell line: HOP-92. Synergy scores: CSS=13.0, Synergy_ZIP=-1.18, Synergy_Bliss=-1.81, Synergy_Loewe=5.73, Synergy_HSA=0.241. (4) Drug 1: CN(C)C1=NC(=NC(=N1)N(C)C)N(C)C. Drug 2: COCCOC1=C(C=C2C(=C1)C(=NC=N2)NC3=CC=CC(=C3)C#C)OCCOC.Cl. Cell line: HL-60(TB). Synergy scores: CSS=-6.37, Synergy_ZIP=0.569, Synergy_Bliss=-5.18, Synergy_Loewe=-8.25, Synergy_HSA=-8.75. (5) Cell line: CAKI-1. Drug 2: C(CN)CNCCSP(=O)(O)O. Drug 1: CC(C)NC(=O)C1=CC=C(C=C1)CNNC.Cl. Synergy scores: CSS=6.12, Synergy_ZIP=-1.87, Synergy_Bliss=-2.17, Synergy_Loewe=-2.42, Synergy_HSA=0.285. (6) Drug 1: CC1=C(C=C(C=C1)C(=O)NC2=CC(=CC(=C2)C(F)(F)F)N3C=C(N=C3)C)NC4=NC=CC(=N4)C5=CN=CC=C5. Drug 2: C1=CC=C(C(=C1)C(C2=CC=C(C=C2)Cl)C(Cl)Cl)Cl. Cell line: SK-MEL-28. Synergy scores: CSS=0.835, Synergy_ZIP=0.424, Synergy_Bliss=0.808, Synergy_Loewe=0.279, Synergy_HSA=-2.48. (7) Drug 1: CC1OCC2C(O1)C(C(C(O2)OC3C4COC(=O)C4C(C5=CC6=C(C=C35)OCO6)C7=CC(=C(C(=C7)OC)O)OC)O)O. Drug 2: CC1C(C(CC(O1)OC2CC(CC3=C2C(=C4C(=C3O)C(=O)C5=C(C4=O)C(=CC=C5)OC)O)(C(=O)C)O)N)O.Cl. Cell line: NCIH23. Synergy scores: CSS=59.0, Synergy_ZIP=3.50, Synergy_Bliss=3.99, Synergy_Loewe=5.34, Synergy_HSA=7.67. (8) Drug 1: C1=NC2=C(N1)C(=S)N=C(N2)N. Drug 2: CNC(=O)C1=NC=CC(=C1)OC2=CC=C(C=C2)NC(=O)NC3=CC(=C(C=C3)Cl)C(F)(F)F. Cell line: HL-60(TB). Synergy scores: CSS=44.3, Synergy_ZIP=-0.369, Synergy_Bliss=-0.0670, Synergy_Loewe=-4.98, Synergy_HSA=1.01. (9) Drug 1: C#CCC(CC1=CN=C2C(=N1)C(=NC(=N2)N)N)C3=CC=C(C=C3)C(=O)NC(CCC(=O)O)C(=O)O. Drug 2: C1CC(=O)NC(=O)C1N2C(=O)C3=CC=CC=C3C2=O. Cell line: SF-268. Synergy scores: CSS=-0.678, Synergy_ZIP=-0.0761, Synergy_Bliss=-1.79, Synergy_Loewe=-2.93, Synergy_HSA=-2.03.